Dataset: Catalyst prediction with 721,799 reactions and 888 catalyst types from USPTO. Task: Predict which catalyst facilitates the given reaction. (1) Product: [NH:19]1[C:15]2=[N:16][CH:17]=[CH:18][C:13]([C:9]3[CH:8]=[C:7]([C:2]([CH3:1])([CH2:5][CH3:6])[C:3]#[N:4])[CH:12]=[CH:11][CH:10]=3)=[C:14]2[CH:21]=[N:20]1. The catalyst class is: 4. Reactant: [CH3:1][C:2]([C:7]1[CH:12]=[CH:11][CH:10]=[C:9]([C:13]2[CH:18]=[CH:17][N:16]=[C:15]3[N:19](C(C4C=CC=CC=4)(C4C=CC=CC=4)C4C=CC=CC=4)[N:20]=[CH:21][C:14]=23)[CH:8]=1)([CH2:5][CH3:6])[C:3]#[N:4].C([SiH](CC)CC)C.FC(F)(F)C(O)=O. (2) Reactant: [C:1]([C:3]1[C:4]([C:27]2[CH2:28][CH2:29][O:30][CH2:31][CH:32]=2)=[CH:5][C:6]([NH:9][C:10]([N:12]2[C:21]3[C:16](=[CH:17][CH:18]=[C:19]([CH:22]([O:25][CH3:26])[O:23][CH3:24])[N:20]=3)[CH2:15][CH2:14][CH2:13]2)=[O:11])=[N:7][CH:8]=1)#[N:2]. Product: [C:1]([C:3]1[C:4]([CH:27]2[CH2:32][CH2:31][O:30][CH2:29][CH2:28]2)=[CH:5][C:6]([NH:9][C:10]([N:12]2[C:21]3[C:16](=[CH:17][CH:18]=[C:19]([CH:22]([O:25][CH3:26])[O:23][CH3:24])[N:20]=3)[CH2:15][CH2:14][CH2:13]2)=[O:11])=[N:7][CH:8]=1)#[N:2]. The catalyst class is: 403. (3) Reactant: S(Cl)(Cl)=O.[CH2:5]([N:12]1[CH2:17][CH2:16][CH:15]([C:18]([OH:20])=O)[CH2:14][CH2:13]1)[C:6]1[CH:11]=[CH:10][CH:9]=[CH:8][CH:7]=1.[NH2:21][C:22]1[CH:30]=[CH:29][C:25]([C:26]([NH2:28])=[O:27])=[CH:24][CH:23]=1.C(N(CC)CC)C.[OH-].[Na+]. Product: [NH2:28][C:26]([C:25]1[CH:29]=[CH:30][C:22]([NH:21][C:18]([CH:15]2[CH2:14][CH2:13][N:12]([CH2:5][C:6]3[CH:7]=[CH:8][CH:9]=[CH:10][CH:11]=3)[CH2:17][CH2:16]2)=[O:20])=[CH:23][CH:24]=1)=[O:27]. The catalyst class is: 308. (4) Reactant: Br[C:2]1[C:7]([Cl:8])=[CH:6][C:5]([N:9]2[C:18]3[C:13](=[CH:14][C:15]([S:19]([NH:22][C:23]4[CH:27]=[CH:26][O:25][N:24]=4)(=[O:21])=[O:20])=[CH:16][CH:17]=3)[CH:12]=[CH:11][C:10]2=[O:28])=[C:4]([O:29][CH3:30])[CH:3]=1.[Cl:31][C:32]1[CH:37]=[CH:36][C:35](B(O)O)=[CH:34][C:33]=1[CH3:41].C(=O)([O-])[O-].[K+].[K+]. Product: [Cl:8][C:7]1[CH:6]=[C:5]([N:9]2[C:18]3[C:13](=[CH:14][C:15]([S:19]([NH:22][C:23]4[CH:27]=[CH:26][O:25][N:24]=4)(=[O:20])=[O:21])=[CH:16][CH:17]=3)[CH:12]=[CH:11][C:10]2=[O:28])[C:4]([O:29][CH3:30])=[CH:3][C:2]=1[C:35]1[CH:36]=[CH:37][C:32]([Cl:31])=[C:33]([CH3:41])[CH:34]=1. The catalyst class is: 73. (5) Reactant: [Cl:1][C:2]1[CH:10]=[C:9]([F:11])[C:8]([F:12])=[CH:7][C:3]=1[C:4](O)=[O:5].Cl.C[N:15](C)CCCN=C=NCC.ON1C(=O)CCC1=O.N. Product: [Cl:1][C:2]1[CH:10]=[C:9]([F:11])[C:8]([F:12])=[CH:7][C:3]=1[C:4]([NH2:15])=[O:5]. The catalyst class is: 35.